Dataset: NCI-60 drug combinations with 297,098 pairs across 59 cell lines. Task: Regression. Given two drug SMILES strings and cell line genomic features, predict the synergy score measuring deviation from expected non-interaction effect. (1) Drug 1: CC1C(C(CC(O1)OC2CC(CC3=C2C(=C4C(=C3O)C(=O)C5=C(C4=O)C(=CC=C5)OC)O)(C(=O)CO)O)N)O. Drug 2: CCN(CC)CCNC(=O)C1=C(NC(=C1C)C=C2C3=C(C=CC(=C3)F)NC2=O)C. Cell line: T-47D. Synergy scores: CSS=52.0, Synergy_ZIP=4.08, Synergy_Bliss=4.20, Synergy_Loewe=-58.4, Synergy_HSA=2.83. (2) Drug 1: CN(CC1=CN=C2C(=N1)C(=NC(=N2)N)N)C3=CC=C(C=C3)C(=O)NC(CCC(=O)O)C(=O)O. Drug 2: CN(C(=O)NC(C=O)C(C(C(CO)O)O)O)N=O. Cell line: UO-31. Synergy scores: CSS=43.0, Synergy_ZIP=-0.483, Synergy_Bliss=-1.15, Synergy_Loewe=-42.6, Synergy_HSA=-4.06. (3) Drug 1: CN1C(=O)N2C=NC(=C2N=N1)C(=O)N. Drug 2: CC12CCC3C(C1CCC2O)C(CC4=C3C=CC(=C4)O)CCCCCCCCCS(=O)CCCC(C(F)(F)F)(F)F. Cell line: SR. Synergy scores: CSS=11.5, Synergy_ZIP=-3.71, Synergy_Bliss=-10.7, Synergy_Loewe=-6.68, Synergy_HSA=-8.00. (4) Drug 1: CCC1=CC2CC(C3=C(CN(C2)C1)C4=CC=CC=C4N3)(C5=C(C=C6C(=C5)C78CCN9C7C(C=CC9)(C(C(C8N6C)(C(=O)OC)O)OC(=O)C)CC)OC)C(=O)OC.C(C(C(=O)O)O)(C(=O)O)O. Drug 2: CCC1(C2=C(COC1=O)C(=O)N3CC4=CC5=C(C=CC(=C5CN(C)C)O)N=C4C3=C2)O.Cl. Cell line: M14. Synergy scores: CSS=28.1, Synergy_ZIP=-5.72, Synergy_Bliss=-1.66, Synergy_Loewe=-6.67, Synergy_HSA=-1.27. (5) Drug 1: CC1=CC2C(CCC3(C2CCC3(C(=O)C)OC(=O)C)C)C4(C1=CC(=O)CC4)C. Drug 2: C1CN1P(=S)(N2CC2)N3CC3. Cell line: SW-620. Synergy scores: CSS=15.2, Synergy_ZIP=0.0297, Synergy_Bliss=1.39, Synergy_Loewe=-6.64, Synergy_HSA=-1.13. (6) Drug 1: C1CC(=O)NC(=O)C1N2CC3=C(C2=O)C=CC=C3N. Drug 2: CCCCC(=O)OCC(=O)C1(CC(C2=C(C1)C(=C3C(=C2O)C(=O)C4=C(C3=O)C=CC=C4OC)O)OC5CC(C(C(O5)C)O)NC(=O)C(F)(F)F)O. Cell line: ACHN. Synergy scores: CSS=3.35, Synergy_ZIP=-2.72, Synergy_Bliss=-1.38, Synergy_Loewe=-1.72, Synergy_HSA=0.0648.